From a dataset of Full USPTO retrosynthesis dataset with 1.9M reactions from patents (1976-2016). Predict the reactants needed to synthesize the given product. (1) Given the product [C:31]([O:30][C:28](=[O:29])[NH:27][C@H:25]([C:22]1[CH:23]=[CH:24][C:19]([CH:17]([OH:18])[CH:14]2[CH2:15][CH2:16][NH:11][CH2:12][CH2:13]2)=[CH:20][CH:21]=1)[CH3:26])([CH3:32])([CH3:33])[CH3:34], predict the reactants needed to synthesize it. The reactants are: C(OC([N:11]1[CH2:16][CH2:15][CH:14]([CH:17]([C:19]2[CH:24]=[CH:23][C:22]([C@@H:25]([NH:27][C:28]([O:30][C:31]([CH3:34])([CH3:33])[CH3:32])=[O:29])[CH3:26])=[CH:21][CH:20]=2)[OH:18])[CH2:13][CH2:12]1)=O)C1C=CC=CC=1. (2) The reactants are: Br[C:2]1[CH:11]=[CH:10][C:9]2[N:8]=[CH:7][C:6]3[N:12]([CH3:23])[C:13](=[O:22])[N:14]([C:15]4[C:16]([Cl:21])=[N:17][N:18]([CH3:20])[CH:19]=4)[C:5]=3[C:4]=2[CH:3]=1.[CH3:24][C:25]1[C:30]([NH2:31])=[CH:29][C:28](B2OC(C)(C)C(C)(C)O2)=[CH:27][N:26]=1. Given the product [NH2:31][C:30]1[CH:29]=[C:28]([C:2]2[CH:11]=[CH:10][C:9]3[N:8]=[CH:7][C:6]4[N:12]([CH3:23])[C:13](=[O:22])[N:14]([C:15]5[C:16]([Cl:21])=[N:17][N:18]([CH3:20])[CH:19]=5)[C:5]=4[C:4]=3[CH:3]=2)[CH:27]=[N:26][C:25]=1[CH3:24], predict the reactants needed to synthesize it. (3) Given the product [N:13]12[CH2:14][CH2:15][C:16]([C:21]([C:3]3[CH:2]=[CH:1][C:10]4[C:5](=[CH:6][CH:7]=[CH:8][CH:9]=4)[CH:4]=3)([C:2]3[CH:3]=[CH:4][C:5]4[C:10](=[CH:9][CH:8]=[CH:7][CH:6]=4)[CH:1]=3)[OH:23])([CH2:17][CH2:18]1)[CH2:19][CH2:20]2, predict the reactants needed to synthesize it. The reactants are: [CH:1]1[C:10]2[C:5](=[CH:6][CH:7]=[CH:8][CH:9]=2)[CH:4]=[CH:3][C:2]=1[Mg]Br.[N:13]12[CH2:20][CH2:19][C:16]([C:21]([O:23]CC)=O)([CH2:17][CH2:18]1)[CH2:15][CH2:14]2. (4) Given the product [ClH:1].[Br:5][C:6]1[C:7]2[N:8]([CH:2]=[CH:3][N:19]=2)[N:9]=[C:10]([Cl:18])[C:11]=1[C:12]1[CH:17]=[CH:16][CH:15]=[CH:14][CH:13]=1, predict the reactants needed to synthesize it. The reactants are: [Cl:1][CH2:2][CH:3]=O.[Br:5][C:6]1[C:11]([C:12]2[CH:17]=[CH:16][CH:15]=[CH:14][CH:13]=2)=[C:10]([Cl:18])[N:9]=[N:8][C:7]=1[NH2:19]. (5) Given the product [CH2:1]([O:8][C@H:9]1[C@H:14]([O:15][CH2:16][C:17]2[CH:18]=[CH:19][CH:20]=[CH:21][CH:22]=2)[C@H:13]([O:23][CH2:24][C:25]2[CH:30]=[CH:29][CH:28]=[CH:27][CH:26]=2)[C@H:12]([CH3:31])[O:11][C@H:10]1[CH2:32][CH2:33][CH2:34][OH:46])[C:2]1[CH:3]=[CH:4][CH:5]=[CH:6][CH:7]=1, predict the reactants needed to synthesize it. The reactants are: [CH2:1]([O:8][C@H:9]1[C@H:14]([O:15][CH2:16][C:17]2[CH:22]=[CH:21][CH:20]=[CH:19][CH:18]=2)[C@H:13]([O:23][CH2:24][C:25]2[CH:30]=[CH:29][CH:28]=[CH:27][CH:26]=2)[C@H:12]([CH3:31])[O:11][C@H:10]1[CH2:32][CH:33]=[CH2:34])[C:2]1[CH:7]=[CH:6][CH:5]=[CH:4][CH:3]=1.B1C2CCCC1CCC2.C([OH:46])C.[OH-].[Na+].OO. (6) Given the product [Cl:1][C:2]1[CH:7]=[C:6]([N:19]2[CH2:24][CH2:23][O:22][CH2:21][CH2:20]2)[N:5]2[N:9]=[C:10]([C:12]3[CH:17]=[CH:16][C:15]([CH3:18])=[CH:14][CH:13]=3)[CH:11]=[C:4]2[N:3]=1, predict the reactants needed to synthesize it. The reactants are: [Cl:1][C:2]1[CH:7]=[C:6](Cl)[N:5]2[N:9]=[C:10]([C:12]3[CH:17]=[CH:16][C:15]([CH3:18])=[CH:14][CH:13]=3)[CH:11]=[C:4]2[N:3]=1.[NH:19]1[CH2:24][CH2:23][O:22][CH2:21][CH2:20]1. (7) Given the product [CH2:1]([N:8]([CH2:22][C:23]1[S:24][C:25]([C:38]2[CH:37]=[CH:36][CH:35]=[C:34]([NH:33][S:30]([CH3:29])(=[O:31])=[O:32])[CH:39]=2)=[CH:26][CH:27]=1)[S:9]([C:12]1[CH:17]=[CH:16][CH:15]=[CH:14][C:13]=1[C:18]([F:21])([F:20])[F:19])(=[O:11])=[O:10])[C:2]1[CH:7]=[CH:6][CH:5]=[CH:4][CH:3]=1, predict the reactants needed to synthesize it. The reactants are: [CH2:1]([N:8]([CH2:22][C:23]1[S:24][C:25](Br)=[CH:26][CH:27]=1)[S:9]([C:12]1[CH:17]=[CH:16][CH:15]=[CH:14][C:13]=1[C:18]([F:21])([F:20])[F:19])(=[O:11])=[O:10])[C:2]1[CH:7]=[CH:6][CH:5]=[CH:4][CH:3]=1.[CH3:29][S:30]([NH:33][C:34]1[CH:35]=[C:36](B(O)O)[CH:37]=[CH:38][CH:39]=1)(=[O:32])=[O:31].C([O-])([O-])=O.[Na+].[Na+]. (8) Given the product [CH3:1][O:2][C:3](=[O:20])[CH:4]([C:5]1[CH:10]=[CH:9][C:8]([N+:11]([O-:13])=[O:12])=[C:7]([O:14][CH2:15][C:16]([F:17])([F:19])[F:18])[CH:6]=1)[CH2:22][CH:23]1[CH2:26][CH2:25][CH2:24]1, predict the reactants needed to synthesize it. The reactants are: [CH3:1][O:2][C:3](=[O:20])[CH2:4][C:5]1[CH:10]=[CH:9][C:8]([N+:11]([O-:13])=[O:12])=[C:7]([O:14][CH2:15][C:16]([F:19])([F:18])[F:17])[CH:6]=1.Br[CH2:22][CH:23]1[CH2:26][CH2:25][CH2:24]1.[OH-].[K+].O.